This data is from Catalyst prediction with 721,799 reactions and 888 catalyst types from USPTO. The task is: Predict which catalyst facilitates the given reaction. Reactant: [CH:1](/[Mg]Br)=[CH:2]\[CH3:3].[C:6]([C:14]1[CH:19]=[CH:18][CH:17]=[CH:16][CH:15]=1)(=[O:13])[C:7]1[CH:12]=[CH:11]C=CC=1.C(O)(=[O:22])C.[Cl-].[Na+].[Cl-].[NH4+].[C:28]1(C)C=C[CH:31]=[CH:30][CH:29]=1. The catalyst class is: 7. Product: [CH2:2]([CH:3]1[CH:15]=[C:14]2[C:6](=[O:13])[CH:7]([C:16](=[O:22])[CH2:17][CH2:18][CH2:19]2)[CH:12]1[CH3:11])[CH2:1][CH2:28][CH2:29][CH2:30][CH3:31].